Dataset: Catalyst prediction with 721,799 reactions and 888 catalyst types from USPTO. Task: Predict which catalyst facilitates the given reaction. (1) The catalyst class is: 9. Reactant: [NH2:1][C:2]1[C:3]([C:35](OC)=[O:36])=[N:4][C:5]([C:18]2[CH:23]=[CH:22][CH:21]=[C:20]([O:24][Si](C(C)C)(C(C)C)C(C)C)[CH:19]=2)=[N:6][C:7]=1[NH:8][CH:9]1[C:17]2[C:12](=CC=C[CH:16]=2)CC1.[NH2:39]C1C(C(OC)=O)=NC(Cl)=NC=1NCC(C)C.C([Si](C(C)C)(C(C)C)[O:60][C:61]1C=CC=C([Sn](C)(C)C)C=1)(C)C. Product: [OH:24][C:20]1[CH:19]=[C:18]([C:5]2[N:6]=[C:7]3[C:2]([NH:1][C:61](=[O:60])[N:8]3[CH2:9][CH:17]([CH3:12])[CH3:16])=[C:3]([C:35]([NH2:39])=[O:36])[N:4]=2)[CH:23]=[CH:22][CH:21]=1. (2) Reactant: Cl[CH2:2][CH:3]=[CH:4][C:5]1[CH2:12][S:11][C@H:10]2[N:7]([C:8](=[O:26])[C@H:9]2[NH:13][C:14](=[O:25])[CH2:15][S:16][C:17]2[CH:22]=[C:21]([Cl:23])[CH:20]=[CH:19][C:18]=2[Cl:24])[C:6]=1[C:27]([O:29]CC1C=CC(OC)=CC=1)=[O:28].[I-].[Na+].[NH2:41][C:42]1[N:47]=[C:46]([OH:48])[CH:45]=[C:44]([SH:49])[N:43]=1. Product: [NH2:41][C:42]1[N:43]=[C:44]([S:49][CH2:2]/[CH:3]=[CH:4]/[C:5]2[CH2:12][S:11][C@H:10]3[N:7]([C:8](=[O:26])[C@H:9]3[NH:13][C:14](=[O:25])[CH2:15][S:16][C:17]3[CH:22]=[C:21]([Cl:23])[CH:20]=[CH:19][C:18]=3[Cl:24])[C:6]=2[C:27]([OH:29])=[O:28])[CH:45]=[C:46]([OH:48])[N:47]=1. The catalyst class is: 372.